Task: Predict which catalyst facilitates the given reaction.. Dataset: Catalyst prediction with 721,799 reactions and 888 catalyst types from USPTO (1) Reactant: [C:1]([O:4][CH2:5][CH2:6][C:7]1[C:16]2[C:11](=[CH:12][CH:13]=[CH:14][CH:15]=2)[C:10]([NH:17][C:18]([O:20][C:21]([CH3:24])([CH3:23])[CH3:22])=[O:19])=[CH:9][C:8]=1[N+:25]([O-])=O)(=[O:3])[CH3:2]. Product: [C:1]([O:4][CH2:5][CH2:6][C:7]1[C:16]2[C:11](=[CH:12][CH:13]=[CH:14][CH:15]=2)[C:10]([NH:17][C:18]([O:20][C:21]([CH3:24])([CH3:23])[CH3:22])=[O:19])=[CH:9][C:8]=1[NH2:25])(=[O:3])[CH3:2]. The catalyst class is: 123. (2) Reactant: C[C:2]1[CH:7]=[CH:6][C:5]([C:8]2[CH:9]([C:15]([O-:17])=[O:16])[CH2:10][CH2:11][C:12](=O)[CH:13]=2)=[CH:4][CH:3]=1.C(Cl)(=O)C([Cl:21])=O.CCO[C:27]([CH3:29])=O. Product: [Cl:21][C:12]1[CH:13]=[C:8]([C:5]2[CH:4]=[CH:3][CH:2]=[CH:7][CH:6]=2)[CH:9]([C:15]([O:17][CH2:27][CH3:29])=[O:16])[CH2:10][CH:11]=1. The catalyst class is: 11. (3) Reactant: C(C1C=CC(N)=CC=1)CCCCCCC.C(OC(N[C@@H](CCCCO)C(O)=O)=O)(C)(C)C.[OH:33][CH2:34][CH2:35][CH2:36][CH2:37][CH:38]([NH:56]C(=O)OC(C)(C)C)[C:39]([NH:41][C:42]1[CH:47]=[CH:46][C:45]([CH2:48][CH2:49][CH2:50][CH2:51][CH2:52][CH2:53][CH2:54][CH3:55])=[CH:44][CH:43]=1)=[O:40].FC(F)(F)C(O)=O.C(Cl)Cl. Product: [NH2:56][C@@H:38]([CH2:37][CH2:36][CH2:35][CH2:34][OH:33])[C:39]([NH:41][C:42]1[CH:47]=[CH:46][C:45]([CH2:48][CH2:49][CH2:50][CH2:51][CH2:52][CH2:53][CH2:54][CH3:55])=[CH:44][CH:43]=1)=[O:40]. The catalyst class is: 12. (4) Reactant: [CH:1]1([NH2:7])[CH2:6][CH2:5][CH2:4][CH2:3][CH2:2]1.CC1C=CC(S(O[CH2:19][CH2:20][O:21][CH2:22][CH2:23][O:24][CH2:25][C:26]#[CH:27])(=O)=O)=CC=1. Product: [CH2:25]([O:24][CH2:23][CH2:22][O:21][CH2:20][CH2:19][NH:7][CH:1]1[CH2:6][CH2:5][CH2:4][CH2:3][CH2:2]1)[C:26]#[CH:27]. The catalyst class is: 8. (5) Reactant: [CH:1]1([NH:4][C:5]([C:7]2[CH:8]=[CH:9][C:10]([CH3:38])=[C:11]([C:13]3[CH:14]=[C:15]4[C:20](=[CH:21][CH:22]=3)[C:19](=[O:23])[N:18]([CH2:24][CH:25]3[CH2:30][CH2:29][N:28](C(OC(C)(C)C)=O)[CH2:27][CH2:26]3)[CH:17]=[CH:16]4)[CH:12]=2)=[O:6])[CH2:3][CH2:2]1.Cl. Product: [CH:1]1([NH:4][C:5](=[O:6])[C:7]2[CH:8]=[CH:9][C:10]([CH3:38])=[C:11]([C:13]3[CH:14]=[C:15]4[C:20](=[CH:21][CH:22]=3)[C:19](=[O:23])[N:18]([CH2:24][CH:25]3[CH2:30][CH2:29][NH:28][CH2:27][CH2:26]3)[CH:17]=[CH:16]4)[CH:12]=2)[CH2:2][CH2:3]1. The catalyst class is: 71. (6) Reactant: [Cl:1][C:2]1[C:3]([CH3:18])=[C:4]([C:10]2[CH:15]=[CH:14][CH:13]=[C:12]([CH:16]=[O:17])[CH:11]=2)[C:5]([CH3:9])=[CH:6][C:7]=1[OH:8].N1C=CN=C1.[C:24]([Si:28]([CH3:31])([CH3:30])Cl)([CH3:27])([CH3:26])[CH3:25].O. Product: [Si:28]([O:8][C:7]1[CH:6]=[C:5]([CH3:9])[C:4]([C:10]2[CH:15]=[CH:14][CH:13]=[C:12]([CH:16]=[O:17])[CH:11]=2)=[C:3]([CH3:18])[C:2]=1[Cl:1])([C:24]([CH3:27])([CH3:26])[CH3:25])([CH3:31])[CH3:30]. The catalyst class is: 9.